This data is from Full USPTO retrosynthesis dataset with 1.9M reactions from patents (1976-2016). The task is: Predict the reactants needed to synthesize the given product. (1) Given the product [F:1][C:2]1[CH:7]=[C:6]([N+:8]([O-:10])=[O:9])[CH:5]=[C:4]([S:13]([CH3:12])(=[O:15])=[O:14])[CH:3]=1, predict the reactants needed to synthesize it. The reactants are: [F:1][C:2]1[CH:7]=[C:6]([N+:8]([O-:10])=[O:9])[CH:5]=[C:4](I)[CH:3]=1.[CH3:12][S:13]([O-:15])=[O:14].[Na+].C(OCC)(=O)C.O. (2) The reactants are: [OH-].[Na+].[CH2:3]([O:10][CH2:11][CH2:12][CH2:13][O:14][C:15]1[C:16]([B:23]2[O:27][C:26]([CH3:29])(C)C(C)(C)[O:24]2)=[C:17]([CH:20]=[CH:21][CH:22]=1)C=O)[C:4]1[CH:9]=[CH:8][CH:7]=[CH:6][CH:5]=1.[N+:32](C)([O-:34])=[O:33]. Given the product [CH2:3]([O:10][CH2:11][CH2:12][CH2:13][O:14][C:15]1[C:16]2[B:23]([OH:24])[O:27][CH:26]([CH2:29][N+:32]([O-:34])=[O:33])[C:17]=2[CH:20]=[CH:21][CH:22]=1)[C:4]1[CH:5]=[CH:6][CH:7]=[CH:8][CH:9]=1, predict the reactants needed to synthesize it. (3) Given the product [CH3:11][O:10][C:5]1[C:4]([CH2:3][OH:2])=[CH:9][CH:8]=[CH:7][N:6]=1, predict the reactants needed to synthesize it. The reactants are: C[O:2][C:3](=O)[C:4]1[CH:9]=[CH:8][CH:7]=[N:6][C:5]=1[O:10][CH3:11].[H-].[Al+3].[Li+].[H-].[H-].[H-].C(C(C(C([O-])=O)O)O)([O-])=O.[Na+].[K+]. (4) Given the product [F:1][C:2]1[CH:3]=[C:4]([OH:23])[C:5]([C:11]2[CH:16]=[CH:15][C:14]([C:17]([F:20])([F:19])[F:18])=[CH:13][C:12]=2[CH2:21][I:25])=[CH:6][C:7]=1[CH:8]([CH3:10])[CH3:9], predict the reactants needed to synthesize it. The reactants are: [F:1][C:2]1[C:7]([CH:8]([CH3:10])[CH3:9])=[CH:6][C:5]([C:11]2[CH:16]=[CH:15][C:14]([C:17]([F:20])([F:19])[F:18])=[CH:13][C:12]=2[CH2:21]O)=[C:4]([O:23]C)[CH:3]=1.[I:25]I.